Dataset: Forward reaction prediction with 1.9M reactions from USPTO patents (1976-2016). Task: Predict the product of the given reaction. (1) Given the reactants [F:1][C:2]1[C:10]([O:11][C:12]2[C:21]3[C:16](=[CH:17][C:18]([O:29][CH3:30])=[C:19]([O:22][CH:23]4[CH2:28][CH2:27][NH:26][CH2:25][CH2:24]4)[CH:20]=3)[N:15]=[CH:14][N:13]=2)=[CH:9][CH:8]=[C:7]2[C:3]=1[CH:4]=[CH:5][NH:6]2.C(N(C(C)C)CC)(C)C.[C:40](Cl)(=[O:42])[CH3:41], predict the reaction product. The product is: [C:40]([N:26]1[CH2:25][CH2:24][CH:23]([O:22][C:19]2[CH:20]=[C:21]3[C:16](=[CH:17][C:18]=2[O:29][CH3:30])[N:15]=[CH:14][N:13]=[C:12]3[O:11][C:10]2[C:2]([F:1])=[C:3]3[C:7](=[CH:8][CH:9]=2)[NH:6][CH:5]=[CH:4]3)[CH2:28][CH2:27]1)(=[O:42])[CH3:41]. (2) Given the reactants [CH3:1][O:2][N:3]=[C:4]1[C:12]2[C:7](=[CH:8][C:9](Br)=[CH:10][CH:11]=2)[CH2:6][CH2:5]1.C([Li])CCC.CN(C)[CH:21]=[O:22], predict the reaction product. The product is: [CH3:1][O:2][N:3]=[C:4]1[C:12]2[C:7](=[CH:8][C:9]([CH:21]=[O:22])=[CH:10][CH:11]=2)[CH2:6][CH2:5]1. (3) Given the reactants Br[C:2]1[CH:11]=[N:10][CH:9]=[C:8]2[C:3]=1[CH:4]=[C:5]([C:12]([O-:14])=[O:13])[CH:6]=[N:7]2.C1(C2C3C(=CC=CC=3)C=CC=2P([C:55]2[CH:60]=CC=CC=2)C2C=CC=CC=2)C2C(=CC=CC=2)C=CC=1P(C1C=CC=CC=1)C1C=CC=CC=1.C(=O)([O-])[O-].[Cs+].[Cs+].[NH:67]1[CH2:72][CH2:71][O:70][CH2:69][CH2:68]1, predict the reaction product. The product is: [O:70]1[CH2:71][CH2:72][N:67]([C:2]2[CH:11]=[N:10][CH:9]=[C:8]3[C:3]=2[CH:4]=[C:5]([C:12]([O:14][CH2:60][CH3:55])=[O:13])[CH:6]=[N:7]3)[CH2:68][CH2:69]1. (4) Given the reactants [NH2:1][C:2]1[C:7]([F:8])=[C:6]([C:9]2[CH:14]=[CH:13][C:12]([Cl:15])=[C:11]([O:16][CH2:17][CH3:18])[C:10]=2[F:19])[N:5]=[C:4]([C:20]([O:22][CH3:23])=[O:21])[C:3]=1[Cl:24].Cl[C:26]1[CH:31]=[CH:30][C:29](B2OC(C)(C)C(C)(C)O2)=[C:28](F)[C:27]=1OCC.NC1C(F)=C(Cl)N=C(C(OC)=O)C=1Cl.[F-].[Cs+].P(C1C=C(S([O-])(=O)=O)C=CC=1)(C1C=C(S([O-])(=O)=O)C=CC=1)C1C=C(S([O-])(=O)=O)C=CC=1.[Na+].[Na+].[Na+], predict the reaction product. The product is: [NH2:1][C:2]1[C:7]([F:8])=[C:6]([C:9]2[CH:14]=[CH:13][C:12]([Cl:15])=[C:11]([O:16][CH2:17][CH3:18])[C:10]=2[F:19])[N:5]=[C:4]([C:20]([O:22][CH2:23][C:26]2[CH:31]=[CH:30][CH:29]=[CH:28][CH:27]=2)=[O:21])[C:3]=1[Cl:24].[NH2:1][C:2]1[C:7]([F:8])=[C:6]([C:9]2[CH:14]=[CH:13][C:12]([Cl:15])=[C:11]([O:16][CH2:17][CH3:18])[C:10]=2[F:19])[N:5]=[C:4]([C:20]([O:22][CH3:23])=[O:21])[C:3]=1[Cl:24]. (5) Given the reactants [Br:1][CH2:2][C:3]([CH3:7])=[CH:4][CH2:5]Br.[C:8]1([CH3:17])[CH:13]=[CH:12][C:11]([S:14]([O-:16])=[O:15])=[CH:10][CH:9]=1.[Na+], predict the reaction product. The product is: [C:8]1([CH3:17])[CH:13]=[CH:12][C:11]([S:14]([CH2:5][CH:4]=[C:3]([CH3:7])[CH2:2][Br:1])(=[O:16])=[O:15])=[CH:10][CH:9]=1.